Dataset: NCI-60 drug combinations with 297,098 pairs across 59 cell lines. Task: Regression. Given two drug SMILES strings and cell line genomic features, predict the synergy score measuring deviation from expected non-interaction effect. (1) Drug 2: N.N.Cl[Pt+2]Cl. Drug 1: C(CCl)NC(=O)N(CCCl)N=O. Synergy scores: CSS=72.9, Synergy_ZIP=-3.37, Synergy_Bliss=-0.768, Synergy_Loewe=1.52, Synergy_HSA=4.43. Cell line: IGROV1. (2) Synergy scores: CSS=64.7, Synergy_ZIP=8.32, Synergy_Bliss=11.1, Synergy_Loewe=-65.1, Synergy_HSA=9.90. Drug 1: CC1=CC2C(CCC3(C2CCC3(C(=O)C)OC(=O)C)C)C4(C1=CC(=O)CC4)C. Cell line: IGROV1. Drug 2: CC=C1C(=O)NC(C(=O)OC2CC(=O)NC(C(=O)NC(CSSCCC=C2)C(=O)N1)C(C)C)C(C)C.